Task: Predict the reactants needed to synthesize the given product.. Dataset: Full USPTO retrosynthesis dataset with 1.9M reactions from patents (1976-2016) The reactants are: N[C:2]1[N:7]=[C:6]([C:8]([O:10][CH3:11])=[O:9])[C:5]([O:12][CH3:13])=[N:4][CH:3]=1.N([O-])=O.[Na+].C(Cl)(Cl)Cl.C(=O)([O-])O.[Na+].[FH:27]. Given the product [F:27][C:2]1[N:7]=[C:6]([C:8]([O:10][CH3:11])=[O:9])[C:5]([O:12][CH3:13])=[N:4][CH:3]=1, predict the reactants needed to synthesize it.